The task is: Predict the product of the given reaction.. This data is from Forward reaction prediction with 1.9M reactions from USPTO patents (1976-2016). (1) Given the reactants C[O:2][C:3]1[CH:25]=[CH:24][C:6]([CH:7]=[C:8]2[CH2:13][CH2:12][N:11]([C:14]([O:16][CH2:17][C:18]3[CH:23]=[CH:22][CH:21]=[CH:20][CH:19]=3)=[O:15])[CH2:10][CH2:9]2)=[CH:5][C:4]=1[N+:26]([O-:28])=[O:27].B(Br)(Br)Br.C(=O)(O)[O-].[Na+].ClC(OCC1C=CC=CC=1)=O.N1CCCCC1, predict the reaction product. The product is: [OH:2][C:3]1[CH:25]=[CH:24][C:6]([CH:7]=[C:8]2[CH2:13][CH2:12][N:11]([C:14]([O:16][CH2:17][C:18]3[CH:19]=[CH:20][CH:21]=[CH:22][CH:23]=3)=[O:15])[CH2:10][CH2:9]2)=[CH:5][C:4]=1[N+:26]([O-:28])=[O:27]. (2) The product is: [Cl:26][C:23]1[CH:24]=[CH:25][C:20](/[CH:19]=[CH:18]/[C:17]([N:16]2[CH:10]3[CH2:9][NH:8][CH2:15][CH:14]2[CH2:13][N:12]([CH2:35][C:36]2[CH:37]=[CH:38][C:39]([F:42])=[CH:40][CH:41]=2)[CH2:11]3)=[O:34])=[C:21]([NH:27][C:28](=[O:33])[CH2:29][N:30]([CH3:31])[CH3:32])[CH:22]=1. Given the reactants C(OC([N:8]1[CH2:15][CH:14]2[N:16]([C:17](=[O:34])/[CH:18]=[CH:19]/[C:20]3[CH:25]=[CH:24][C:23]([Cl:26])=[CH:22][C:21]=3[NH:27][C:28](=[O:33])[CH2:29][N:30]([CH3:32])[CH3:31])[CH:10]([CH2:11][N:12]([CH2:35][C:36]3[CH:41]=[CH:40][C:39]([F:42])=[CH:38][CH:37]=3)[CH2:13]2)[CH2:9]1)=O)(C)(C)C.C([O-])([O-])=O.[Na+].[Na+], predict the reaction product.